Dataset: Full USPTO retrosynthesis dataset with 1.9M reactions from patents (1976-2016). Task: Predict the reactants needed to synthesize the given product. (1) Given the product [CH2:16]([C:6]1[C:5]([C:3](=[O:4])[N:2]([CH3:1])[CH3:19])=[CH:10][N:9]2[CH:11]=[C:12]([CH3:14])[N:13]=[C:8]2[C:7]=1[O:15][C:26](=[O:31])[C:27]([CH3:30])([CH3:29])[CH3:28])[CH:17]=[CH2:18], predict the reactants needed to synthesize it. The reactants are: [CH3:1][N:2]([CH3:19])[C:3]([C:5]1[C:6]([CH2:16][CH:17]=[CH2:18])=[C:7]([OH:15])[C:8]2[N:9]([CH:11]=[C:12]([CH3:14])[N:13]=2)[CH:10]=1)=[O:4].C(=O)([O-])[O-].[K+].[K+].[C:26](Cl)(=[O:31])[C:27]([CH3:30])([CH3:29])[CH3:28].[Cl-].[NH4+]. (2) Given the product [NH2:3][C@H:4]1[CH2:8][CH2:7][N:6]([C:9]2[CH:10]=[CH:11][C:12]([S:15]([N:18]([CH3:20])[CH3:19])(=[O:16])=[O:17])=[CH:13][CH:14]=2)[CH2:5]1, predict the reactants needed to synthesize it. The reactants are: Cl.Cl.[NH2:3][C@H:4]1[CH2:8][CH2:7][N:6]([C:9]2[CH:14]=[CH:13][C:12]([S:15]([N:18]([CH3:20])[CH3:19])(=[O:17])=[O:16])=[CH:11][CH:10]=2)[CH2:5]1.C(=O)(O)[O-].[Na+]. (3) Given the product [C:1]([NH:5][C:13](=[O:18])[C:14]([CH3:17])([CH3:16])[CH3:15])([CH3:4])([CH3:3])[CH3:2], predict the reactants needed to synthesize it. The reactants are: [C:1]([NH2:5])([CH3:4])([CH3:3])[CH3:2].C(N(CC)CC)C.[C:13](Cl)(=[O:18])[C:14]([CH3:17])([CH3:16])[CH3:15]. (4) Given the product [CH3:1][C:2]1[C:7]([CH:8]([CH2:13][CH2:14][CH3:15])[C:9]([OH:11])=[O:10])=[C:6]([C:16]2[CH:17]=[CH:18][C:19]([CH3:22])=[CH:20][CH:21]=2)[N:5]2[N:23]=[C:24]([CH2:26][CH2:27][CH3:28])[CH:25]=[C:4]2[N:3]=1, predict the reactants needed to synthesize it. The reactants are: [CH3:1][C:2]1[C:7]([CH:8]([CH2:13][CH2:14][CH3:15])[C:9]([O:11]C)=[O:10])=[C:6]([C:16]2[CH:21]=[CH:20][C:19]([CH3:22])=[CH:18][CH:17]=2)[N:5]2[N:23]=[C:24]([CH2:26][CH2:27][CH3:28])[CH:25]=[C:4]2[N:3]=1.[OH-].[Na+]. (5) Given the product [I:1][C:2]1[CH:3]=[C:4]2[C:9](=[CH:10][CH:11]=1)[C:8](=[O:12])[NH:7][C:6](=[O:13])/[C:5]/2=[CH:14]\[NH:17][CH2:18][C:19]1[CH:24]=[CH:23][N:22]([C:25]2[CH:29]=[CH:28][S:27][CH:26]=2)[C:21](=[O:30])[CH:20]=1, predict the reactants needed to synthesize it. The reactants are: [I:1][C:2]1[CH:3]=[C:4]2[C:9](=[CH:10][CH:11]=1)[C:8](=[O:12])[NH:7][C:6](=[O:13])/[C:5]/2=[CH:14]/OC.[NH2:17][CH2:18][C:19]1[CH:24]=[CH:23][N:22]([C:25]2[CH:29]=[CH:28][S:27][CH:26]=2)[C:21](=[O:30])[CH:20]=1.C(N(CC)CC)C. (6) Given the product [C:14]([O:13][CH2:1][CH2:2][CH2:3][CH2:4][CH2:5][CH2:6][CH2:7][CH2:8][CH2:9][CH2:10][CH2:11][CH3:12])(=[O:23])[CH:15]([C:17]1[CH:22]=[CH:21][CH:20]=[CH:19][CH:18]=1)[OH:16], predict the reactants needed to synthesize it. The reactants are: [CH2:1]([OH:13])[CH2:2][CH2:3][CH2:4][CH2:5][CH2:6][CH2:7][CH2:8][CH2:9][CH2:10][CH2:11][CH3:12].[C:14](OCC)(=[O:23])[CH:15]([C:17]1[CH:22]=[CH:21][CH:20]=[CH:19][CH:18]=1)[OH:16]. (7) The reactants are: [OH:1][CH2:2][C:3]([CH2:14][OH:15])([C:9]([O:11]CC)=[O:10])[C:4]([O:6]CC)=[O:5].[OH-].[K+].[N+]([O-])(O)=O.[N+]([O-])([O-])=O.[Ag+:26]. Given the product [OH:1][CH2:2][C:3]([CH2:14][OH:15])([C:9]([O-:11])=[O:10])[C:4]([O-:6])=[O:5].[Ag+2:26], predict the reactants needed to synthesize it. (8) Given the product [C:5]([C:6]1[N:7]=[C:8]([N:14]([C:15]([O:17][C:18]([CH3:21])([CH3:19])[CH3:20])=[O:16])[C:22]([O:24][C:25]([CH3:27])([CH3:28])[CH3:26])=[O:23])[C:9]([O:12][CH3:13])=[CH:10][CH:11]=1)(=[O:29])[CH3:30], predict the reactants needed to synthesize it. The reactants are: COCN[C:5](=[O:29])[C:6]1[CH:11]=[CH:10][C:9]([O:12][CH3:13])=[C:8]([N:14]([C:22]([O:24][C:25]([CH3:28])([CH3:27])[CH3:26])=[O:23])[C:15]([O:17][C:18]([CH3:21])([CH3:20])[CH3:19])=[O:16])[N:7]=1.[CH3:30][Mg]Br.C1COCC1.[Cl-].[NH4+]. (9) Given the product [Br:11][C:9]1[CH:8]=[C:5]([CH2:6][NH:7][C:23](=[O:24])[O:22][C:19]([CH3:21])([CH3:20])[CH3:18])[CH:4]=[C:3]([C:2]#[N:1])[CH:10]=1, predict the reactants needed to synthesize it. The reactants are: [NH2:1][CH2:2][C:3]1[CH:4]=[C:5]([CH:8]=[C:9]([Br:11])[CH:10]=1)[C:6]#[N:7].C([O-])([O-])=O.[Na+].[Na+].[CH3:18][C:19]([O:22][C:23](O[C:23]([O:22][C:19]([CH3:21])([CH3:20])[CH3:18])=[O:24])=[O:24])([CH3:21])[CH3:20].